The task is: Predict the reaction yield, written as a fraction of the theoretical maximum amount of product (1.0 means a 100% yield; for example, 0.34 means a 34% yield).. This data is from Reaction yield outcomes from USPTO patents with 853,638 reactions. (1) The reactants are [N+:1]([C:4]1[CH:26]=[CH:25][C:7]([O:8][C:9]2[CH:14]=[CH:13][N:12]=[C:11]3[CH:15]=[C:16]([C:18]4[CH:23]=[CH:22][C:21]([OH:24])=[CH:20][CH:19]=4)[S:17][C:10]=23)=[CH:6][CH:5]=1)([O-])=O.NC1C=CC(OC2C=CN=C3C=C(C4C=CC(O)=CC=4)SC=23)=C(F)C=1. No catalyst specified. The product is [NH2:1][C:4]1[CH:26]=[CH:25][C:7]([O:8][C:9]2[CH:14]=[CH:13][N:12]=[C:11]3[CH:15]=[C:16]([C:18]4[CH:23]=[CH:22][C:21]([OH:24])=[CH:20][CH:19]=4)[S:17][C:10]=23)=[CH:6][CH:5]=1. The yield is 0.830. (2) The reactants are [C:1]1([N:7]2[C:12](=[O:13])[C:11]3[S:14][CH:15]=[C:16]([C:17]4[CH:22]=[CH:21][CH:20]=[CH:19][CH:18]=4)[C:10]=3[N:9]=[CH:8]2)[CH:6]=[CH:5][CH:4]=[CH:3][CH:2]=1.NC1C(C2C=C[C:32]([O:35]C)=CC=2)=CSC=1C(OC)=O.[CH:41](OCC)(OCC)[O:42]CC.COC1C=CC(N)=CC=1. The catalyst is C(O)(=O)C. The product is [CH3:32][O:35][C:4]1[CH:5]=[CH:6][C:1]([N:7]2[C:12](=[O:13])[C:11]3[S:14][CH:15]=[C:16]([C:17]4[CH:18]=[CH:19][C:20]([O:42][CH3:41])=[CH:21][CH:22]=4)[C:10]=3[N:9]=[CH:8]2)=[CH:2][CH:3]=1. The yield is 0.875.